This data is from Full USPTO retrosynthesis dataset with 1.9M reactions from patents (1976-2016). The task is: Predict the reactants needed to synthesize the given product. (1) Given the product [OH:39][C:35]1[CH:34]=[C:33]([NH:32][CH:2]=[C:3]2[C:11]3[C:6](=[CH:7][CH:8]=[C:9]([C:12]([C:14]4[CH:19]=[CH:18][C:17]([NH:20][C:21]([C:23]5[N:24]([CH2:29][CH3:30])[N:25]=[C:26]([CH3:28])[CH:27]=5)=[O:22])=[CH:16][CH:15]=4)=[O:13])[CH:10]=3)[NH:5][C:4]2=[O:31])[CH:38]=[CH:37][CH:36]=1, predict the reactants needed to synthesize it. The reactants are: O[CH:2]=[C:3]1[C:11]2[C:6](=[CH:7][CH:8]=[C:9]([C:12]([C:14]3[CH:19]=[CH:18][C:17]([NH:20][C:21]([C:23]4[N:24]([CH2:29][CH3:30])[N:25]=[C:26]([CH3:28])[CH:27]=4)=[O:22])=[CH:16][CH:15]=3)=[O:13])[CH:10]=2)[NH:5][C:4]1=[O:31].[NH2:32][C:33]1[CH:34]=[C:35]([OH:39])[CH:36]=[CH:37][CH:38]=1. (2) Given the product [CH3:1][C:2]1[CH:23]=[CH:22][CH:21]=[C:20]([CH3:24])[C:3]=1[CH2:4][O:5][C:6]1[CH:7]=[C:8]([CH2:12][CH:13]([CH3:19])[C:14]([OH:16])=[O:15])[CH:9]=[CH:10][CH:11]=1, predict the reactants needed to synthesize it. The reactants are: [CH3:1][C:2]1[CH:23]=[CH:22][CH:21]=[C:20]([CH3:24])[C:3]=1[CH2:4][O:5][C:6]1[CH:7]=[C:8]([CH2:12][CH:13]([CH3:19])[C:14]([O:16]CC)=[O:15])[CH:9]=[CH:10][CH:11]=1.[OH-].[Na+].Cl.